Dataset: Forward reaction prediction with 1.9M reactions from USPTO patents (1976-2016). Task: Predict the product of the given reaction. (1) The product is: [Br:31][CH2:19][C:20]1[CH:25]=[CH:24][C:23]([C:26]2[O:30][N:29]=[CH:28][CH:27]=2)=[CH:22][CH:21]=1. Given the reactants C(OOC(=O)C1C=CC=CC=1)(=O)C1C=CC=CC=1.[CH3:19][C:20]1[CH:25]=[CH:24][C:23]([C:26]2[O:30][N:29]=[CH:28][CH:27]=2)=[CH:22][CH:21]=1.[Br:31]N1C(=O)CCC1=O, predict the reaction product. (2) Given the reactants [CH3:1][O:2][CH:3]([O:7][CH3:8])[C:4](=O)[CH3:5].[C:9]1([CH2:15][NH2:16])[CH:14]=[CH:13][CH:12]=[CH:11][CH:10]=1.S([O-])([O-])(=O)=O.[Mg+2], predict the reaction product. The product is: [CH3:1][O:2][CH:3]([O:7][CH3:8])[C:4](=[N:16][CH2:15][C:9]1[CH:14]=[CH:13][CH:12]=[CH:11][CH:10]=1)[CH3:5]. (3) The product is: [ClH:22].[Cl:22][C:16]1[CH:17]=[CH:18][C:19]([F:21])=[CH:20][C:15]=1[O:14][CH:11]1[CH2:10][CH2:9][NH:8][CH2:13][CH2:12]1. Given the reactants C(OC([N:8]1[CH2:13][CH2:12][CH:11]([O:14][C:15]2[CH:20]=[C:19]([F:21])[CH:18]=[CH:17][C:16]=2[Cl:22])[CH2:10][CH2:9]1)=O)(C)(C)C.Cl, predict the reaction product. (4) Given the reactants [CH2:1]([N:3]([CH2:16][CH3:17])[C:4]1[CH:11]=[CH:10]C(C#N)=[CH:6][C:5]=1[C:12]([F:15])([F:14])[F:13])[CH3:2].Cl.[C:19]([OH:22])(=[O:21])[CH3:20], predict the reaction product. The product is: [CH2:16]([N:3]([CH2:1][CH3:2])[C:4]1[CH:11]=[CH:10][C:20]([C:19]([OH:22])=[O:21])=[CH:6][C:5]=1[C:12]([F:13])([F:14])[F:15])[CH3:17].